From a dataset of Reaction yield outcomes from USPTO patents with 853,638 reactions. Predict the reaction yield, written as a fraction of the theoretical maximum amount of product (1.0 means a 100% yield; for example, 0.34 means a 34% yield). (1) The reactants are Cl.[N:2]1[C:11]2[C:6](=[CH:7][CH:8]=[CH:9][CH:10]=2)[CH:5]=[C:4]([NH:12][NH2:13])[CH:3]=1.[CH3:14][C:15]([CH3:22])([CH3:21])[C:16](=O)[CH2:17][C:18]#[N:19]. The yield is 0.550. The product is [C:15]([C:16]1[CH:17]=[C:18]([NH2:19])[N:12]([C:4]2[CH:3]=[N:2][C:11]3[C:6]([CH:5]=2)=[CH:7][CH:8]=[CH:9][CH:10]=3)[N:13]=1)([CH3:22])([CH3:21])[CH3:14]. The catalyst is CCO.Cl. (2) The product is [Br:20][C:21]1[CH:22]=[C:23]2[C:27](=[C:28]([C:30]([O:32][CH3:33])=[O:31])[CH:29]=1)[NH:26][CH:25]=[C:24]2[CH:16]1[CH2:17][CH2:18][S:13][CH2:14][CH2:15]1. The catalyst is C(Cl)Cl. The reactants are [Si](OS(C(F)(F)F)(=O)=O)(C)(C)C.[S:13]1[CH2:18][CH2:17][C:16](=O)[CH2:15][CH2:14]1.[Br:20][C:21]1[CH:22]=[C:23]2[C:27](=[C:28]([C:30]([O:32][CH2:33]C)=[O:31])[CH:29]=1)[NH:26][CH:25]=[CH:24]2.C([SiH](CC)CC)C.C([O-])([O-])=O.[Na+].[Na+]. The yield is 0.760. (3) The reactants are [Si]([O:8][CH2:9][CH2:10][N:11]1[C:16]2[CH:17]=[C:18]([O:21][CH3:22])[CH:19]=[CH:20][C:15]=2[O:14][CH2:13][C:12]1=[O:23])(C(C)(C)C)(C)C.[F-].C([N+](CCCC)(CCCC)CCCC)CCC. The catalyst is O1CCCC1. The product is [OH:8][CH2:9][CH2:10][N:11]1[C:16]2[CH:17]=[C:18]([O:21][CH3:22])[CH:19]=[CH:20][C:15]=2[O:14][CH2:13][C:12]1=[O:23]. The yield is 0.620. (4) The reactants are CS(O[CH2:6][C:7]1[CH:8]=[N:9][C:10]([O:13][CH3:14])=[CH:11][CH:12]=1)(=O)=O.[C-:15]#[N:16].[Na+]. The catalyst is C(#N)C. The product is [CH3:14][O:13][CH:10]1[NH:9][CH:8]=[C:7]([CH2:6][C:15]#[N:16])[CH:12]=[CH:11]1. The yield is 0.570. (5) The reactants are [CH2:1]([Li])[CH2:2][CH2:3][CH3:4].[CH2:6]([N:9](CC#C)[C:10](=[O:16])[O:11][C:12]([CH3:15])([CH3:14])[CH3:13])[CH:7]=[CH2:8].CN(C)P(N(C)C)(N(C)C)=O.IC. The catalyst is O1CCCC1.CCCCCC. The product is [CH2:6]([N:9]([CH2:1][C:2]#[C:3][CH3:4])[C:10](=[O:16])[O:11][C:12]([CH3:15])([CH3:14])[CH3:13])[CH:7]=[CH2:8]. The yield is 0.760. (6) The reactants are C([NH:9][C:10]([NH:12][C:13]1[CH:14]=[C:15]([C:21]2[CH:26]=[CH:25][CH:24]=[CH:23][CH:22]=2)[CH:16]=[C:17]([O:19][CH3:20])[CH:18]=1)=[S:11])(=O)C1C=CC=CC=1.C[O-].[Na+]. The catalyst is CO. The product is [CH3:20][O:19][C:17]1[CH:18]=[C:13]([NH:12][C:10]([NH2:9])=[S:11])[CH:14]=[C:15]([C:21]2[CH:26]=[CH:25][CH:24]=[CH:23][CH:22]=2)[CH:16]=1. The yield is 0.880. (7) The reactants are C([NH:9][C:10]([NH:12][C:13]1[C:18]([O:19][C:20]2[CH:25]=[CH:24][C:23]([F:26])=[CH:22][CH:21]=2)=[CH:17][C:16]([Br:27])=[CH:15][N:14]=1)=[S:11])(=O)C1C=CC=CC=1.[OH-].[Na+]. No catalyst specified. The product is [Br:27][C:16]1[CH:17]=[C:18]([O:19][C:20]2[CH:25]=[CH:24][C:23]([F:26])=[CH:22][CH:21]=2)[C:13]([NH:12][C:10]([NH2:9])=[S:11])=[N:14][CH:15]=1. The yield is 0.843. (8) The reactants are [CH3:1][CH:2]1[C:6](=[O:7])[CH2:5][CH2:4][C:3]1=[O:8].CI.[OH-].[K+].O1CCOC[CH2:14]1. The catalyst is O. The product is [CH3:1][C:2]1([CH3:14])[C:6](=[O:7])[CH2:5][CH2:4][C:3]1=[O:8]. The yield is 0.930. (9) The reactants are [CH3:1][C:2]1([C:11]([OH:13])=[O:12])[CH2:7][CH2:6][CH:5]([C:8]([OH:10])=O)[CH2:4][CH2:3]1.C(Cl)(Cl)=O.[NH:18]1[CH2:23][CH2:22][CH:21]([C:24]2[CH:29]=[CH:28][C:27]([NH:30][C:31]([C:33]3[N:34]=[C:35]([C:42]4[CH:47]=[CH:46][CH:45]=[CH:44][CH:43]=4)[O:36][C:37]=3[C:38]([F:41])([F:40])[F:39])=[O:32])=[CH:26][CH:25]=2)[CH2:20][CH2:19]1.C(N(CC)CC)C. The catalyst is C(Cl)Cl.C1COCC1. The product is [CH3:1][C:2]1([C:11]([OH:13])=[O:12])[CH2:3][CH2:4][CH:5]([C:8]([N:18]2[CH2:23][CH2:22][CH:21]([C:24]3[CH:25]=[CH:26][C:27]([NH:30][C:31]([C:33]4[N:34]=[C:35]([C:42]5[CH:47]=[CH:46][CH:45]=[CH:44][CH:43]=5)[O:36][C:37]=4[C:38]([F:39])([F:40])[F:41])=[O:32])=[CH:28][CH:29]=3)[CH2:20][CH2:19]2)=[O:10])[CH2:6][CH2:7]1. The yield is 0.240.